Dataset: Reaction yield outcomes from USPTO patents with 853,638 reactions. Task: Predict the reaction yield, written as a fraction of the theoretical maximum amount of product (1.0 means a 100% yield; for example, 0.34 means a 34% yield). (1) The reactants are Br[C:2]1[C:3]([O:9][CH3:10])=[C:4]([CH:6]=[CH:7][CH:8]=1)[NH2:5].[CH2:11]([O:13][CH:14]([N:16]1[CH:20]=[C:19](B2OC(C)(C)C(C)(C)O2)[CH:18]=[N:17]1)[CH3:15])[CH3:12].P([O-])([O-])([O-])=O.[K+].[K+].[K+]. The yield is 0.910. The product is [CH2:11]([O:13][CH:14]([N:16]1[CH:20]=[C:19]([C:2]2[C:3]([O:9][CH3:10])=[C:4]([CH:6]=[CH:7][CH:8]=2)[NH2:5])[CH:18]=[N:17]1)[CH3:15])[CH3:12]. The catalyst is O1CCOCC1.CCOC(C)=O.C1C=CC(P(C2C=CC=CC=2)[C-]2C=CC=C2)=CC=1.C1C=CC(P(C2C=CC=CC=2)[C-]2C=CC=C2)=CC=1.Cl[Pd]Cl.[Fe+2]. (2) The reactants are [Br:1][C:2]1[NH:6][C:5]([CH3:7])=[C:4]([C:8]([O:10][CH2:11][CH3:12])=[O:9])[CH:3]=1.[H-].[Na+].C1OCCOCCOCCOCCOC1.Cl.[N:31]1[CH:36]=[CH:35][CH:34]=[C:33]([S:37](Cl)(=[O:39])=[O:38])[CH:32]=1.C(=O)([O-])O.[Na+]. The catalyst is O1CCCC1. The product is [Br:1][C:2]1[N:6]([S:37]([C:33]2[CH:32]=[N:31][CH:36]=[CH:35][CH:34]=2)(=[O:39])=[O:38])[C:5]([CH3:7])=[C:4]([C:8]([O:10][CH2:11][CH3:12])=[O:9])[CH:3]=1. The yield is 0.640. (3) The reactants are [O:1]=[C:2]1[C:11]2[C:6](=[CH:7][CH:8]=[CH:9][CH:10]=2)[C:5]([CH2:12][C:13]([OH:15])=[O:14])=[N:4][N:3]1[CH2:16][C:17]1[S:18][C:19]2[CH:25]=[CH:24][C:23]([C:26]([F:29])([F:28])[F:27])=[CH:22][C:20]=2[N:21]=1.[NH:30]([CH2:34][CH2:35][OH:36])[CH2:31][CH2:32][OH:33]. The catalyst is CC(C)=O. The product is [NH:30]([CH2:34][CH2:35][OH:36])[CH2:31][CH2:32][OH:33].[O:1]=[C:2]1[C:11]2[C:6](=[CH:7][CH:8]=[CH:9][CH:10]=2)[C:5]([CH2:12][C:13]([OH:15])=[O:14])=[N:4][N:3]1[CH2:16][C:17]1[S:18][C:19]2[CH:25]=[CH:24][C:23]([C:26]([F:29])([F:28])[F:27])=[CH:22][C:20]=2[N:21]=1. The yield is 0.810. (4) The reactants are O=O.[CH2:3]([N:10]1[CH2:14][C:13]([C:15]2[CH:20]=[CH:19][C:18]([Cl:21])=[CH:17][CH:16]=2)=[C:12]([C:22]([OH:24])=[O:23])[CH2:11]1)[C:4]1[CH:9]=[CH:8][CH:7]=[CH:6][CH:5]=1.COC1C(C2C(OC)=CC=CC=2P(C2OC=CC=2)C2OC=CC=2)=C(P(C2OC=CC=2)C2OC=CC=2)C=CC=1.[H][H]. The catalyst is CO. The product is [CH2:3]([N:10]1[CH2:14][C@@H:13]([C:15]2[CH:16]=[CH:17][C:18]([Cl:21])=[CH:19][CH:20]=2)[C@@H:12]([C:22]([OH:24])=[O:23])[CH2:11]1)[C:4]1[CH:5]=[CH:6][CH:7]=[CH:8][CH:9]=1. The yield is 0.950. (5) The reactants are C(OC(=O)[NH:7][CH:8]1[CH2:12][CH2:11][N:10]([CH:13]([CH3:15])[CH3:14])[CH2:9]1)(C)(C)C.FC(F)(F)C(O)=O. The catalyst is ClCCl. The product is [CH:13]([N:10]1[CH2:11][CH2:12][CH:8]([NH2:7])[CH2:9]1)([CH3:15])[CH3:14]. The yield is 0.860. (6) The reactants are Br[C:2]1[CH:23]=[CH:22][C:5]([C:6]([NH:8][S:9]([C:12]2[CH:17]=[CH:16][CH:15]=[CH:14][C:13]=2[S:18](=[O:21])(=[O:20])[NH2:19])(=[O:11])=[O:10])=[O:7])=[CH:4][C:3]=1[O:24][CH3:25].[CH3:26][C:27]([CH3:40])([CH3:39])[C:28]#[C:29]B(OC(C)C)OC(C)C.C(=O)([O-])[O-].[Na+].[Na+]. The catalyst is CN(C)C=O.C1C=CC(P(C2C=CC=CC=2)[C-]2C=CC=C2)=CC=1.C1C=CC(P(C2C=CC=CC=2)[C-]2C=CC=C2)=CC=1.Cl[Pd]Cl.[Fe+2]. The product is [CH3:26][C:27]([CH3:40])([CH3:39])[C:28]#[C:29][C:2]1[CH:23]=[CH:22][C:5]([C:6]([NH:8][S:9]([C:12]2[CH:17]=[CH:16][CH:15]=[CH:14][C:13]=2[S:18](=[O:21])(=[O:20])[NH2:19])(=[O:11])=[O:10])=[O:7])=[CH:4][C:3]=1[O:24][CH3:25]. The yield is 0.0800.